From a dataset of Aqueous solubility values for 9,982 compounds from the AqSolDB database. Regression/Classification. Given a drug SMILES string, predict its absorption, distribution, metabolism, or excretion properties. Task type varies by dataset: regression for continuous measurements (e.g., permeability, clearance, half-life) or binary classification for categorical outcomes (e.g., BBB penetration, CYP inhibition). For this dataset (solubility_aqsoldb), we predict Y. (1) The compound is CCC(C)C=O. The Y is -0.821 log mol/L. (2) The Y is -1.22 log mol/L. The drug is CC(C)(C)c1cc(O)ccc1O. (3) The compound is CCOC(CC(C)O)OCC. The Y is 0.0909 log mol/L. (4) The molecule is CCCC. The Y is -2.98 log mol/L. (5) The molecule is NC(Cc1cc(I)c(Oc2ccc(O)c(I)c2)c(I)c1)C(=O)O. The Y is -5.22 log mol/L.